This data is from Reaction yield outcomes from USPTO patents with 853,638 reactions. The task is: Predict the reaction yield, written as a fraction of the theoretical maximum amount of product (1.0 means a 100% yield; for example, 0.34 means a 34% yield). (1) The product is [NH2:28][C:12]([CH:10]1[CH2:11][N:8]([C:6]([O:5][C:1]([CH3:4])([CH3:3])[CH3:2])=[O:7])[CH2:9]1)=[O:14]. The catalyst is CN(C)C=O.CO. The yield is 0.630. The reactants are [C:1]([O:5][C:6]([N:8]1[CH2:11][CH:10]([C:12]([OH:14])=O)[CH2:9]1)=[O:7])([CH3:4])([CH3:3])[CH3:2].C([O-])(=O)C.[NH4+].F[P-](F)(F)(F)(F)F.C[N+:28](C)=C(N(C)C)ON1C2N=CC=CC=2N=N1.C(N(CC)C(C)C)(C)C. (2) The reactants are CS(O[C@H:6]1[CH2:10][CH2:9][N:8]([CH2:11][C:12]2[CH:17]=[CH:16][C:15]([CH:18]([F:20])[F:19])=[CH:14][CH:13]=2)[C:7]1=[O:21])(=O)=O.Cl.[F:23][C@H:24]1[C@H:29]([C:30]2[CH:35]=[CH:34][C:33]([OH:36])=[CH:32][CH:31]=2)[CH2:28][CH2:27][NH:26][CH2:25]1.C(N(CC)C(C)C)(C)C. The catalyst is C(#N)C. The product is [F:19][CH:18]([F:20])[C:15]1[CH:16]=[CH:17][C:12]([CH2:11][N:8]2[CH2:9][CH2:10][CH:6]([N:26]3[CH2:27][CH2:28][C@@H:29]([C:30]4[CH:35]=[CH:34][C:33]([OH:36])=[CH:32][CH:31]=4)[C@H:24]([F:23])[CH2:25]3)[C:7]2=[O:21])=[CH:13][CH:14]=1. The yield is 0.350.